The task is: Predict the reaction yield, written as a fraction of the theoretical maximum amount of product (1.0 means a 100% yield; for example, 0.34 means a 34% yield).. This data is from Reaction yield outcomes from USPTO patents with 853,638 reactions. The reactants are Br[C:2]1[N:6]([CH3:7])[N:5]=[C:4]([CH:8]2[CH2:13][CH2:12][N:11]([C:14]([O:16][C:17]([CH3:20])([CH3:19])[CH3:18])=[O:15])[CH2:10][CH2:9]2)[N:3]=1.[C:21]([C:25]1[O:29][C:28]([C:30]2[C:31]([NH2:40])=[N:32][CH:33]=[C:34]([Sn](C)(C)C)[N:35]=2)=[N:27][N:26]=1)([CH3:24])([CH3:23])[CH3:22].[Cl-].[Li+]. The catalyst is CC(C)CC(O)C.C1C=CC(P(C2C=CC=CC=2)C2C=CC=CC=2)=CC=1.C1C=CC(P(C2C=CC=CC=2)C2C=CC=CC=2)=CC=1.Cl[Pd]Cl. The product is [NH2:40][C:31]1[N:32]=[CH:33][C:34]([C:2]2[N:6]([CH3:7])[N:5]=[C:4]([CH:8]3[CH2:13][CH2:12][N:11]([C:14]([O:16][C:17]([CH3:20])([CH3:19])[CH3:18])=[O:15])[CH2:10][CH2:9]3)[N:3]=2)=[N:35][C:30]=1[C:28]1[O:29][C:25]([C:21]([CH3:24])([CH3:23])[CH3:22])=[N:26][N:27]=1. The yield is 0.790.